This data is from Forward reaction prediction with 1.9M reactions from USPTO patents (1976-2016). The task is: Predict the product of the given reaction. (1) Given the reactants Br[C:2]1[N:6]2[C@@H:7]([CH3:14])[CH2:8][N:9]([CH2:12][CH3:13])[C:10](=[O:11])[C:5]2=[C:4]([O:15][CH3:16])[C:3]=1[C:17]([O:19][CH2:20][CH3:21])=[O:18].C([Li])CCC.[C:27](OCC)(=[O:33])[C:28]([O:30][CH2:31][CH3:32])=[O:29].OS(O)(=O)=O, predict the reaction product. The product is: [CH2:31]([O:30][C:28](=[O:29])[C:27]([C:2]1[N:6]2[C@@H:7]([CH3:14])[CH2:8][N:9]([CH2:12][CH3:13])[C:10](=[O:11])[C:5]2=[C:4]([O:15][CH3:16])[C:3]=1[C:17]([O:19][CH2:20][CH3:21])=[O:18])=[O:33])[CH3:32]. (2) The product is: [N:1]1[CH:6]=[CH:5][CH:4]=[CH:3][C:2]=1[C:7]1[CH:8]=[CH:9][C:10]([C:11]([NH:13][CH2:14][CH2:15][O:16][C:17]2[CH:22]=[CH:21][C:20]([CH2:23][CH:24]([N:30]3[CH:31]=[CH:32][CH:33]=[CH:34]3)[C:25]([OH:27])=[O:26])=[CH:19][CH:18]=2)=[O:12])=[CH:35][CH:36]=1. Given the reactants [N:1]1[CH:6]=[CH:5][CH:4]=[CH:3][C:2]=1[C:7]1[CH:36]=[CH:35][C:10]([C:11]([NH:13][CH2:14][CH2:15][O:16][C:17]2[CH:22]=[CH:21][C:20]([CH2:23][CH:24]([N:30]3[CH:34]=[CH:33][CH:32]=[CH:31]3)[C:25]([O:27]CC)=[O:26])=[CH:19][CH:18]=2)=[O:12])=[CH:9][CH:8]=1.[OH-].[Na+], predict the reaction product. (3) Given the reactants C[C:2]1[N:7]=[C:6]([C:8]#CC(C2CCNCC2)O)[CH:5]=[CH:4][CH:3]=1.[Br:18][C:19]1[CH:24]=[CH:23][CH:22]=[C:21]([C:25]#[C:26][CH:27]=[C:28]2[CH2:33][CH2:32][NH:31][CH2:30][CH2:29]2)[N:20]=1.Cl[C:35]1C([N+]([O-])=O)=CC=C(C)[N:36]=1, predict the reaction product. The product is: [CH3:8][C:6]1[CH:5]=[CH:4][C:3]([C:35]#[N:36])=[C:2]([N:31]2[CH2:32][CH2:33][C:28](=[CH:27][C:26]#[C:25][C:21]3[CH:22]=[CH:23][CH:24]=[C:19]([Br:18])[N:20]=3)[CH2:29][CH2:30]2)[N:7]=1. (4) Given the reactants [C:1]([O:9][CH2:10][CH3:11])(=[O:8])[CH2:2][C:3]([O:5][CH2:6][CH3:7])=[O:4].[H-].[Na+].CS(O[CH2:19][C@H:20]1[CH2:25][CH2:24][C@@H:23]([CH2:26][N:27]([CH2:35][C:36]2[CH:41]=[CH:40][CH:39]=[CH:38][CH:37]=2)[CH2:28][C:29]2[CH:34]=[CH:33][CH:32]=[CH:31][CH:30]=2)[CH2:22][CH2:21]1)(=O)=O, predict the reaction product. The product is: [CH2:28]([N:27]([CH2:26][C@@H:23]1[CH2:22][CH2:21][C@H:20]([CH2:19][CH:2]([C:3]([O:5][CH2:6][CH3:7])=[O:4])[C:1]([O:9][CH2:10][CH3:11])=[O:8])[CH2:25][CH2:24]1)[CH2:35][C:36]1[CH:41]=[CH:40][CH:39]=[CH:38][CH:37]=1)[C:29]1[CH:34]=[CH:33][CH:32]=[CH:31][CH:30]=1. (5) Given the reactants [CH3:1][CH:2]([C:9]([O:11][CH3:12])=[O:10])[C@@H:3]([C:5]([O:7]C)=[O:6])[NH2:4].[NH4+]=S, predict the reaction product. The product is: [NH2:4][C@@H:3]([CH:2]([CH3:1])[C:9]([O:11][CH3:12])=[O:10])[C:5]([OH:7])=[O:6]. (6) The product is: [Cl:1][C:2]1[CH:7]=[CH:6][C:5]([C:8]2[S:9][CH:10]=[C:11]([C:14](=[N:18][NH:17][C:19]([NH:21][C:22]3[CH:30]=[CH:29][C:25]([C:26]([OH:28])=[O:27])=[C:24]([Cl:31])[CH:23]=3)=[S:20])[CH3:16])[C:12]=2[OH:13])=[CH:4][CH:3]=1. Given the reactants [Cl:1][C:2]1[CH:7]=[CH:6][C:5]([C:8]2[S:9][CH:10]=[C:11]([C:14]([CH3:16])=O)[C:12]=2[OH:13])=[CH:4][CH:3]=1.[NH:17]([C:19]([NH:21][C:22]1[CH:30]=[CH:29][C:25]([C:26]([OH:28])=[O:27])=[C:24]([Cl:31])[CH:23]=1)=[S:20])[NH2:18], predict the reaction product.